Dataset: Peptide-MHC class I binding affinity with 185,985 pairs from IEDB/IMGT. Task: Regression. Given a peptide amino acid sequence and an MHC pseudo amino acid sequence, predict their binding affinity value. This is MHC class I binding data. (1) The peptide sequence is KRDKKKEYNE. The MHC is Mamu-B03 with pseudo-sequence Mamu-B03. The binding affinity (normalized) is 0.274. (2) The peptide sequence is LQRWGGTCH. The MHC is HLA-B15:01 with pseudo-sequence HLA-B15:01. The binding affinity (normalized) is 0.236. (3) The peptide sequence is CSCYPDTGKV. The MHC is Mamu-A01 with pseudo-sequence Mamu-A01. The binding affinity (normalized) is 0.162.